This data is from Forward reaction prediction with 1.9M reactions from USPTO patents (1976-2016). The task is: Predict the product of the given reaction. Given the reactants [CH:1]([CH:3]1[CH2:6][N:5]([C:7]([O:9][C:10]([CH3:13])([CH3:12])[CH3:11])=[O:8])[CH2:4]1)=O.[N+](=[C:16](P(=O)(OC)OC)C(=O)C)=[N-].C(=O)([O-])[O-].[K+].[K+], predict the reaction product. The product is: [C:1]([CH:3]1[CH2:6][N:5]([C:7]([O:9][C:10]([CH3:13])([CH3:12])[CH3:11])=[O:8])[CH2:4]1)#[CH:16].